This data is from NCI-60 drug combinations with 297,098 pairs across 59 cell lines. The task is: Regression. Given two drug SMILES strings and cell line genomic features, predict the synergy score measuring deviation from expected non-interaction effect. (1) Drug 1: CC12CCC3C(C1CCC2=O)CC(=C)C4=CC(=O)C=CC34C. Drug 2: C(CN)CNCCSP(=O)(O)O. Cell line: KM12. Synergy scores: CSS=1.20, Synergy_ZIP=-14.3, Synergy_Bliss=-30.1, Synergy_Loewe=-54.8, Synergy_HSA=-32.3. (2) Drug 1: CNC(=O)C1=CC=CC=C1SC2=CC3=C(C=C2)C(=NN3)C=CC4=CC=CC=N4. Drug 2: CS(=O)(=O)CCNCC1=CC=C(O1)C2=CC3=C(C=C2)N=CN=C3NC4=CC(=C(C=C4)OCC5=CC(=CC=C5)F)Cl. Cell line: MCF7. Synergy scores: CSS=0.880, Synergy_ZIP=-0.569, Synergy_Bliss=1.82, Synergy_Loewe=-1.63, Synergy_HSA=-0.223.